The task is: Predict the product of the given reaction.. This data is from Forward reaction prediction with 1.9M reactions from USPTO patents (1976-2016). (1) Given the reactants [C:1]([O:5][C:6]([N:8]1[CH2:12][CH2:11][CH2:10][C@H:9]1[CH2:13][CH:14]=O)=[O:7])([CH3:4])([CH3:3])[CH3:2].[C:16](=O)([O-])[O-].[K+].[K+].CC(C)C(=O)C(P(=O)([O-])[O-])=[N+]=[N-], predict the reaction product. The product is: [C:1]([O:5][C:6]([N:8]1[CH2:12][CH2:11][CH2:10][C@H:9]1[CH2:13][C:14]#[CH:16])=[O:7])([CH3:4])([CH3:3])[CH3:2]. (2) Given the reactants [CH3:1][O:2][C:3]([C:5]1[CH:10]=[C:9]([C:11]([O:13]C)=[O:12])[N:8]=[CH:7][N:6]=1)=[O:4].[OH-].[Na+].Cl, predict the reaction product. The product is: [CH3:1][O:2][C:3]([C:5]1[CH:10]=[C:9]([C:11]([OH:13])=[O:12])[N:8]=[CH:7][N:6]=1)=[O:4]. (3) Given the reactants CO[C:3]1[CH2:7][CH2:6][C:5](=[O:8])[CH:4]=1.C1COCC1.C(O)(=O)C.[CH2:18]([NH2:20])[CH3:19], predict the reaction product. The product is: [CH2:18]([NH:20][C:3]1[CH2:7][CH2:6][C:5](=[O:8])[CH:4]=1)[CH3:19].